Dataset: Reaction yield outcomes from USPTO patents with 853,638 reactions. Task: Predict the reaction yield, written as a fraction of the theoretical maximum amount of product (1.0 means a 100% yield; for example, 0.34 means a 34% yield). (1) The reactants are Br[C:2]1[CH:9]=[CH:8][C:5]([CH2:6][OH:7])=[CH:4][C:3]=1[CH3:10].[C:11]([C:13]1[CH:18]=[CH:17][CH:16]=[CH:15][C:14]=1OB(O)O)#[N:12].ClCCl.C(=O)([O-])[O-].[Na+].[Na+]. The catalyst is [Br-].C([N+](CCCC)(CCCC)CCCC)CCC.C1C=CC(P(C2C=CC=CC=2)[C-]2C=CC=C2)=CC=1.C1C=CC(P(C2C=CC=CC=2)[C-]2C=CC=C2)=CC=1.Cl[Pd]Cl.[Fe+2].C1(C)C=CC=CC=1. The product is [OH:7][CH2:6][C:5]1[CH:8]=[CH:9][C:2]([C:14]2[C:13]([C:11]#[N:12])=[CH:18][CH:17]=[CH:16][CH:15]=2)=[C:3]([CH3:10])[CH:4]=1. The yield is 0.240. (2) The reactants are O.[NH2:2][NH2:3].N[O:5][C:6](=O)[CH2:7][N:8]1[CH2:12][CH:11]([CH2:13][CH2:14][CH3:15])[CH2:10][C:9]1=[O:16]. The catalyst is CCO.[Cl-].[Na+].O. The product is [O:16]=[C:9]1[CH2:10][CH:11]([CH2:13][CH2:14][CH3:15])[CH2:12][N:8]1[CH2:7][C:6]([NH:2][NH2:3])=[O:5]. The yield is 0.830.